Dataset: Catalyst prediction with 721,799 reactions and 888 catalyst types from USPTO. Task: Predict which catalyst facilitates the given reaction. (1) Reactant: [C:1](N1C=CN=C1)(N1C=CN=C1)=[O:2].[Br:13][C:14]1[CH:19]=[CH:18][C:17]([NH2:20])=[C:16]([NH2:21])[CH:15]=1.CO.O. Product: [Br:13][C:14]1[CH:19]=[CH:18][C:17]2[NH:20][C:1](=[O:2])[NH:21][C:16]=2[CH:15]=1. The catalyst class is: 37. (2) Reactant: [F:1][C:2]1[CH:7]=[CH:6][C:5]([NH:8][NH2:9])=[CH:4][C:3]=1[C:10]([F:13])([F:12])[F:11].[CH3:14][C:15]([O:18][C:19](O[C:19]([O:18][C:15]([CH3:17])([CH3:16])[CH3:14])=[O:20])=[O:20])([CH3:17])[CH3:16].C([O-])([O-])=O.[Na+].[Na+].C(#N)C. Product: [F:1][C:2]1[CH:7]=[CH:6][C:5]([NH:8][NH:9][C:19]([O:18][C:15]([CH3:17])([CH3:16])[CH3:14])=[O:20])=[CH:4][C:3]=1[C:10]([F:11])([F:12])[F:13]. The catalyst class is: 6.